Dataset: Reaction yield outcomes from USPTO patents with 853,638 reactions. Task: Predict the reaction yield, written as a fraction of the theoretical maximum amount of product (1.0 means a 100% yield; for example, 0.34 means a 34% yield). The product is [NH2:1][C:4]1[CH:9]=[CH:8][C:7]([N:10]2[CH:15]=[CH:14][CH:13]=[CH:12][C:11]2=[O:16])=[CH:6][CH:5]=1. The yield is 0.860. The reactants are [N+:1]([C:4]1[CH:9]=[CH:8][C:7]([N:10]2[CH:15]=[CH:14][CH:13]=[CH:12][C:11]2=[O:16])=[CH:6][CH:5]=1)([O-])=O.[NH4+].[Cl-]. The catalyst is [Zn].C1COCC1.